From a dataset of Reaction yield outcomes from USPTO patents with 853,638 reactions. Predict the reaction yield, written as a fraction of the theoretical maximum amount of product (1.0 means a 100% yield; for example, 0.34 means a 34% yield). (1) The reactants are [C:1]([O:5][C:6]([C:8]1[CH:13]=[CH:12][CH:11]=[C:10](Br)[N:9]=1)=[O:7])([CH3:4])([CH3:3])[CH3:2].[CH2:15](OB(C=C)OCCCC)[CH2:16]CC.CC(C)([O-])C.[K+]. The catalyst is C1COCC1.C1C=CC([P]([Pd]([P](C2C=CC=CC=2)(C2C=CC=CC=2)C2C=CC=CC=2)([P](C2C=CC=CC=2)(C2C=CC=CC=2)C2C=CC=CC=2)[P](C2C=CC=CC=2)(C2C=CC=CC=2)C2C=CC=CC=2)(C2C=CC=CC=2)C2C=CC=CC=2)=CC=1. The product is [C:1]([O:5][C:6]([C:8]1[CH:13]=[CH:12][CH:11]=[C:10]([CH:15]=[CH2:16])[N:9]=1)=[O:7])([CH3:4])([CH3:3])[CH3:2]. The yield is 0.780. (2) The reactants are FC(F)(F)C(O)=O.FC(F)(F)C(O)=O.[CH3:15][S:16]([CH:19]([CH2:22][NH2:23])[CH2:20][NH2:21])(=[O:18])=[O:17].[Br:24][C:25]1[CH:26]=[C:27]([C:31]2([C:38]3[CH:43]=[CH:42][C:41]([O:44][CH3:45])=[CH:40][CH:39]=3)[C:35](=S)[S:34][C:33](=S)[NH:32]2)[CH:28]=[CH:29][CH:30]=1.C(N(CC)CC)C. The catalyst is C(O)C. The product is [Br:24][C:25]1[CH:26]=[C:27]([C:31]2([C:38]3[CH:39]=[CH:40][C:41]([O:44][CH3:45])=[CH:42][CH:43]=3)[C:35]3=[N:21][CH2:20][CH:19]([S:16]([CH3:15])(=[O:18])=[O:17])[CH2:22][N:23]3[C:33](=[S:34])[NH:32]2)[CH:28]=[CH:29][CH:30]=1. The yield is 0.850. (3) The reactants are C1(P(C2C=CC=CC=2)C2C=CC=CC=2)C=CC=CC=1.N(C(OC(C)C)=O)=NC(OC(C)C)=O.[N:34]1([CH2:39][CH2:40][OH:41])[CH2:38][CH2:37][CH2:36][CH2:35]1.[CH3:42][O:43][C:44]1[CH:49]=[C:48]([C:50]2[CH:51]=[C:52]3[C:58]([C:59]4[CH:64]=[CH:63][CH:62]=[CH:61][C:60]=4[O:65][CH3:66])=[CH:57][NH:56][C:53]3=[N:54][CH:55]=2)[CH:47]=[CH:46][C:45]=1O. The catalyst is C(Cl)Cl. The product is [CH3:66][O:65][C:60]1[CH:61]=[CH:62][CH:63]=[CH:64][C:59]=1[C:58]1[C:52]2[C:53](=[N:54][CH:55]=[C:50]([C:48]3[CH:47]=[CH:46][C:45]([O:41][CH2:40][CH2:39][N:34]4[CH2:38][CH2:37][CH2:36][CH2:35]4)=[C:44]([O:43][CH3:42])[CH:49]=3)[CH:51]=2)[NH:56][CH:57]=1. The yield is 0.0800. (4) The reactants are [NH2:1][C@H:2]1[CH2:6][CH2:5][N:4]([C:7]([O:9][C:10]([CH3:13])([CH3:12])[CH3:11])=[O:8])[CH2:3]1.CN(C)/[CH:16]=[C:17](/[C:23](=[O:32])[C:24]1[CH:29]=[C:28]([I:30])[CH:27]=[CH:26][C:25]=1F)\[C:18]([O:20][CH2:21][CH3:22])=[O:19].C(=O)([O-])[O-].[K+].[K+]. The catalyst is O. The product is [C:10]([O:9][C:7]([N:4]1[CH2:5][CH2:6][C@@H:2]([N:1]2[C:25]3[C:24](=[CH:29][C:28]([I:30])=[CH:27][CH:26]=3)[C:23](=[O:32])[C:17]([C:18]([O:20][CH2:21][CH3:22])=[O:19])=[CH:16]2)[CH2:3]1)=[O:8])([CH3:13])([CH3:12])[CH3:11]. The yield is 0.710. (5) The reactants are Cl.[CH3:2][O:3][NH:4][CH3:5].N1C=CC=CC=1.[C:12](Cl)(=[O:16])[C:13]([CH3:15])=[CH2:14]. The catalyst is C1COCC1. The product is [CH3:2][O:3][N:4]([CH3:5])[C:12](=[O:16])[C:13]([CH3:15])=[CH2:14]. The yield is 0.875. (6) The reactants are Br[C:2]1[C:10]2[C:5](=[N:6][CH:7]=[CH:8][CH:9]=2)[S:4][C:3]=1[CH3:11].[CH2:12]([CH:14]([C:17]1[C:18]2[N:19]([C:24](I)=[C:25]([CH3:27])[N:26]=2)[N:20]=[C:21]([CH3:23])[CH:22]=1)[CH2:15][CH3:16])[CH3:13]. The catalyst is C1COCC1.[Zn]. The product is [CH2:12]([CH:14]([C:17]1[C:18]2[N:19]([C:24]([C:2]3[C:10]4[C:5](=[N:6][CH:7]=[CH:8][CH:9]=4)[S:4][C:3]=3[CH3:11])=[C:25]([CH3:27])[N:26]=2)[N:20]=[C:21]([CH3:23])[CH:22]=1)[CH2:15][CH3:16])[CH3:13]. The yield is 0.0400. (7) The reactants are [Si:1]([O:8][CH2:9][CH2:10][OH:11])([C:4]([CH3:7])([CH3:6])[CH3:5])([CH3:3])[CH3:2].[H-].[Na+].Cl[C:15]1[CH:20]=[C:19]([NH2:21])[CH:18]=[CH:17][N:16]=1.O. The yield is 0.0440. The product is [Si:1]([O:8][CH2:9][CH2:10][O:11][C:15]1[CH:20]=[C:19]([NH2:21])[CH:18]=[CH:17][N:16]=1)([C:4]([CH3:6])([CH3:7])[CH3:5])([CH3:3])[CH3:2]. The catalyst is O1CCOCC1.